This data is from Reaction yield outcomes from USPTO patents with 853,638 reactions. The task is: Predict the reaction yield, written as a fraction of the theoretical maximum amount of product (1.0 means a 100% yield; for example, 0.34 means a 34% yield). (1) The reactants are [CH3:1][C:2]1[CH:7]=[CH:6][N+:5]([O-])=[CH:4][CH:3]=1.C[Si]([C:13]#[N:14])(C)C.CN(C)C(Cl)=O.C(=O)([O-])[O-].[K+].[K+]. The catalyst is ClCCl. The product is [C:13]([C:6]1[CH:7]=[C:2]([CH3:1])[CH:3]=[CH:4][N:5]=1)#[N:14]. The yield is 0.960. (2) The reactants are [NH2:1][C@@H:2]1[C:11]2[C:6](=[CH:7][CH:8]=[CH:9][CH:10]=2)[C@H:5]([OH:12])[CH2:4][CH2:3]1.[H-].[Na+].F[C:16]1[CH:17]=[CH:18][C:19]2[N:20]([C:22]([C@@H:25]3[CH2:29][CH2:28][CH2:27][N:26]3[CH3:30])=[N:23][N:24]=2)[CH:21]=1.[NH4+].[Cl-]. The catalyst is CN(C=O)C. The product is [CH3:30][N:26]1[CH2:27][CH2:28][CH2:29][C@H:25]1[C:22]1[N:20]2[CH:21]=[C:16]([O:12][C@H:5]3[C:6]4[C:11](=[CH:10][CH:9]=[CH:8][CH:7]=4)[C@@H:2]([NH2:1])[CH2:3][CH2:4]3)[CH:17]=[CH:18][C:19]2=[N:24][N:23]=1. The yield is 0.360. (3) The reactants are Br[C:2]1[CH:3]=[N:4][CH:5]=[CH:6][CH:7]=1.[C:8]([C:11]1[CH:16]=[CH:15][CH:14]=[CH:13][C:12]=1B(O)O)(=[O:10])[NH2:9].C(=O)([O-])[O-].[K+].[K+]. The catalyst is CN(C=O)C. The product is [N:4]1[CH:5]=[CH:6][CH:7]=[C:2]([C:12]2[CH:13]=[CH:14][CH:15]=[CH:16][C:11]=2[C:8]([NH2:9])=[O:10])[CH:3]=1. The yield is 0.730. (4) The reactants are [OH:1][NH:2][C:3]([CH:5]([CH2:9][CH:10]([CH3:12])[CH3:11])[C:6]([OH:8])=[O:7])=[O:4].CCN(C(C)C)C(C)C.[C:22](Cl)(=[O:27])[C:23]([CH3:26])([CH3:25])[CH3:24]. The catalyst is C(Cl)Cl. The product is [CH3:24][C:23]([CH3:26])([CH3:25])[C:22]([O:1][NH:2][C:3]([CH:5]([CH2:9][CH:10]([CH3:12])[CH3:11])[C:6]([OH:8])=[O:7])=[O:4])=[O:27]. The yield is 0.550. (5) The reactants are [O:1]([C:8]1[CH:9]=[C:10]([N:14]2[CH2:22][CH2:21][C:16]3([NH:20][CH2:19][CH2:18][CH2:17]3)[CH2:15]2)[CH:11]=[N:12][CH:13]=1)[C:2]1[CH:7]=[CH:6][CH:5]=[CH:4][CH:3]=1.C=O.[C:25](=O)(O)[O-].[Na+]. The catalyst is C(O)=O. The product is [CH3:25][N:20]1[C:16]2([CH2:21][CH2:22][N:14]([C:10]3[CH:11]=[N:12][CH:13]=[C:8]([O:1][C:2]4[CH:3]=[CH:4][CH:5]=[CH:6][CH:7]=4)[CH:9]=3)[CH2:15]2)[CH2:17][CH2:18][CH2:19]1. The yield is 0.909. (6) The reactants are [Cl-].[CH3:2][O:3]C[P+](C1C=CC=CC=1)(C1C=CC=CC=1)C1C=CC=CC=1.C[Si]([N-][Si](C)(C)C)(C)C.[K+].O=[C:35]1[CH:40]2[CH2:41][CH2:42][CH:36]1[CH2:37][CH:38]([C:43]1[NH:51][C:50]3[C:49](=[O:52])[N:48]([CH2:53][CH2:54][CH3:55])[C:47](=[O:56])[N:46]([CH2:57][CH2:58][CH3:59])[C:45]=3[N:44]=1)[CH2:39]2. The catalyst is C1(C)C=CC=CC=1. The product is [O:56]=[C:47]1[N:46]([CH2:57][CH2:58][CH3:59])[C:45]2[N:44]=[C:43]([CH:38]3[CH2:37][CH:36]4[CH:35]([CH:2]=[O:3])[CH:40]([CH2:41][CH2:42]4)[CH2:39]3)[NH:51][C:50]=2[C:49](=[O:52])[N:48]1[CH2:53][CH2:54][CH3:55]. The yield is 0.700. (7) The reactants are Br[C:2]1[C:11]2[C:6](=[CH:7][C:8]([C:12]3[CH:17]=[CH:16][C:15]([OH:18])=[CH:14][CH:13]=3)=[CH:9][CH:10]=2)[CH:5]=[CH:4][C:3]=1[OH:19].[CH3:20][O-:21].[Na+].Cl. The catalyst is CN(C=O)C. The product is [OH:18][C:15]1[CH:16]=[CH:17][C:12]([C:8]2[CH:7]=[C:6]3[C:11](=[CH:10][CH:9]=2)[C:2]([O:21][CH3:20])=[C:3]([OH:19])[CH:4]=[CH:5]3)=[CH:13][CH:14]=1. The yield is 0.890.